This data is from Forward reaction prediction with 1.9M reactions from USPTO patents (1976-2016). The task is: Predict the product of the given reaction. (1) Given the reactants [Br:1][C:2]1[CH:7]=[C:6](Br)[C:5]([N+:9]([O-:11])=[O:10])=[CH:4][N:3]=1.[CH3:12][CH:13]([NH2:17])[CH2:14][CH2:15][CH3:16].C(N(CC)CC)C, predict the reaction product. The product is: [Br:1][C:2]1[CH:7]=[C:6]([NH:17][CH:13]([CH2:14][CH2:15][CH3:16])[CH3:12])[C:5]([N+:9]([O-:11])=[O:10])=[CH:4][N:3]=1. (2) Given the reactants [OH:1][C:2]1[C:7]([CH3:8])=[CH:6][CH:5]=[CH:4][N:3]=1.[Br:9]Br, predict the reaction product. The product is: [Br:9][C:5]1[CH:6]=[C:7]([CH3:8])[C:2](=[O:1])[NH:3][CH:4]=1. (3) Given the reactants Br[C:2]12[CH2:11][CH:6]3[CH2:7][CH:8]([CH2:10][CH:4]([CH:5]3[NH:12][C:13]3[C:18]([C:19]([NH2:21])=[O:20])=[CH:17][N:16]=[C:15]4[NH:22][CH:23]=[CH:24][C:14]=34)[CH2:3]1)[CH2:9]2.[CH2:25]([C:28]#[N:29])[CH2:26][OH:27], predict the reaction product. The product is: [C:28]([CH2:25][CH2:26][O:27][C:2]12[CH2:11][CH:6]3[CH2:7][CH:8]([CH2:10][CH:4]([CH:5]3[NH:12][C:13]3[C:18]([C:19]([NH2:21])=[O:20])=[CH:17][N:16]=[C:15]4[NH:22][CH:23]=[CH:24][C:14]=34)[CH2:3]1)[CH2:9]2)#[N:29]. (4) Given the reactants [Cl:1][C:2]1[CH:7]=[C:6]([Cl:8])[CH:5]=[CH:4][C:3]=1[C:9](=[O:16])[CH2:10][C:11]1C=CN[N:12]=1.[CH3:17][C:18]1[N:19]=CN[CH:22]=1, predict the reaction product. The product is: [Cl:1][C:2]1[CH:7]=[C:6]([Cl:8])[CH:5]=[CH:4][C:3]=1[C:9](=[O:16])[CH2:10][C:11]1[NH:12][CH:17]=[C:18]([CH3:22])[N:19]=1. (5) Given the reactants [CH2:1]([O:4][C:5]([N:7]1[CH2:12][CH2:11][N:10]([C:13](=[O:31])[C@@H:14]([NH:20]C(OCC2C=CC=CC=2)=O)[CH2:15][C:16]([F:19])([F:18])[F:17])[CH2:9][CH2:8]1)=[O:6])[CH2:2][CH3:3], predict the reaction product. The product is: [CH2:1]([O:4][C:5]([N:7]1[CH2:12][CH2:11][N:10]([C:13](=[O:31])[C@@H:14]([NH2:20])[CH2:15][C:16]([F:17])([F:19])[F:18])[CH2:9][CH2:8]1)=[O:6])[CH2:2][CH3:3]. (6) Given the reactants C(N(CC)C(=O)[O:5][C:6]1[C:15]([Cl:16])=[C:14]2[C:9]([CH2:10][CH2:11][N:12]([CH2:18][C:19]3[C:20]([O:27][CH2:28][C:29]4[CH:34]=[CH:33][CH:32]=[CH:31][CH:30]=4)=[N:21][C:22]([CH3:26])=[CH:23][C:24]=3[CH3:25])[C:13]2=[O:17])=[CH:8][CH:7]=1)C.[OH-].[Na+], predict the reaction product. The product is: [CH2:28]([O:27][C:20]1[C:19]([CH2:18][N:12]2[CH2:11][CH2:10][C:9]3[C:14](=[C:15]([Cl:16])[C:6]([OH:5])=[CH:7][CH:8]=3)[C:13]2=[O:17])=[C:24]([CH3:25])[CH:23]=[C:22]([CH3:26])[N:21]=1)[C:29]1[CH:34]=[CH:33][CH:32]=[CH:31][CH:30]=1. (7) Given the reactants [N:1]1([C:7]2[CH:31]=[CH:30][C:10]([C:11]([NH:13][C:14]3[CH:29]=[CH:28][CH:27]=[CH:26][C:15]=3[C:16]([NH:18][C:19]3[CH:24]=[CH:23][C:22]([Cl:25])=[CH:21][N:20]=3)=[O:17])=[O:12])=[C:9]([O:32][CH:33]3[CH2:38][CH2:37][N:36](C(OC(C)(C)C)=O)[CH2:35][CH2:34]3)[CH:8]=2)[CH2:6][CH2:5][O:4][CH2:3][CH2:2]1, predict the reaction product. The product is: [Cl:25][C:22]1[CH:23]=[CH:24][C:19]([NH:18][C:16](=[O:17])[C:15]2[CH:26]=[CH:27][CH:28]=[CH:29][C:14]=2[NH:13][C:11](=[O:12])[C:10]2[CH:30]=[CH:31][C:7]([N:1]3[CH2:2][CH2:3][O:4][CH2:5][CH2:6]3)=[CH:8][C:9]=2[O:32][CH:33]2[CH2:38][CH2:37][NH:36][CH2:35][CH2:34]2)=[N:20][CH:21]=1.